This data is from Reaction yield outcomes from USPTO patents with 853,638 reactions. The task is: Predict the reaction yield, written as a fraction of the theoretical maximum amount of product (1.0 means a 100% yield; for example, 0.34 means a 34% yield). (1) The reactants are [NH2:1][C@:2]12[CH2:37][CH2:36][C@@H:35]([C:38]([CH3:40])=[CH2:39])[C@@H:3]1[C@@H:4]1[C@@:17]([CH3:20])([CH2:18][CH2:19]2)[C@@:16]2([CH3:21])[C@@H:7]([C@:8]3([CH3:34])[C@@H:13]([CH2:14][CH2:15]2)[C:12]([CH3:23])([CH3:22])[C:11]([C:24]2[CH:33]=[CH:32][C:27]([C:28]([O:30]C)=[O:29])=[CH:26][CH:25]=2)=[CH:10][CH2:9]3)[CH2:6][CH2:5]1.CN(C)CCC(N[C@]12CC[C@@H](C(C)=C)[C@@H]1[C@@H]1[C@@](C)(CC2)[C@@]2(C)[C@@H]([C@]3(C)[C@@H](CC2)C(C)(C)C(C2C=CC(C(O)=O)=CC=2)=CC3)CC1)=O.[CH2:87]([N:89]1[CH2:94][CH2:93][N:92]([CH2:95][C:96](O)=[O:97])[CH2:91][CH2:90]1)[CH3:88]. No catalyst specified. The product is [CH2:87]([N:89]1[CH2:94][CH2:93][N:92]([CH2:95][C:96]([NH:1][C@:2]23[CH2:37][CH2:36][C@@H:35]([C:38]([CH3:40])=[CH2:39])[C@@H:3]2[C@@H:4]2[C@@:17]([CH3:20])([CH2:18][CH2:19]3)[C@@:16]3([CH3:21])[C@@H:7]([C@:8]4([CH3:34])[C@@H:13]([CH2:14][CH2:15]3)[C:12]([CH3:22])([CH3:23])[C:11]([C:24]3[CH:25]=[CH:26][C:27]([C:28]([OH:30])=[O:29])=[CH:32][CH:33]=3)=[CH:10][CH2:9]4)[CH2:6][CH2:5]2)=[O:97])[CH2:91][CH2:90]1)[CH3:88]. The yield is 0.340. (2) The reactants are [Br:1][C:2]1[CH:3]=[C:4]2[C:9](=[CH:10][CH:11]=1)[O:8][CH:7]1[CH2:12][O:13][CH2:14][CH:15](O)[CH:6]1[C:5]2=[O:17].CC[N+](S(N=C(OC)[O-])(=O)=O)(CC)CC. The catalyst is C1C=CC=CC=1. The product is [Br:1][C:2]1[CH:3]=[C:4]2[C:9](=[CH:10][CH:11]=1)[O:8][CH:7]1[CH2:12][O:13][CH2:14][CH:15]=[C:6]1[C:5]2=[O:17]. The yield is 0.860. (3) The reactants are [C:1]([C:5]1[CH:25]=[CH:24][C:8]([CH2:9][O:10][C:11]2[CH:16]=[CH:15][C:14]([N+:17]([O-])=O)=[CH:13][C:12]=2[C:20](=[O:23])[CH2:21][CH3:22])=[CH:7][CH:6]=1)([CH3:4])([CH3:3])[CH3:2]. The catalyst is [C].[Ir].C(OCC)(=O)C. The product is [NH2:17][C:14]1[CH:15]=[CH:16][C:11]([O:10][CH2:9][C:8]2[CH:7]=[CH:6][C:5]([C:1]([CH3:2])([CH3:4])[CH3:3])=[CH:25][CH:24]=2)=[C:12]([C:20](=[O:23])[CH2:21][CH3:22])[CH:13]=1. The yield is 0.950. (4) The product is [CH3:9][C:4]1[CH:5]=[CH:6][CH:7]=[CH:8][C:3]=1[CH2:2][S:11][C:12]1[CH:17]=[CH:16][CH:15]=[CH:14][N+:13]=1[O-:18]. No catalyst specified. The reactants are Cl[CH2:2][C:3]1[C:4]([CH3:9])=[CH:5][CH:6]=[CH:7][CH:8]=1.[Na].[SH:11][C:12]1[CH:17]=[CH:16][CH:15]=[CH:14][N+:13]=1[O-:18]. The yield is 0.850. (5) The reactants are Br[C:2]1[N:3]=[CH:4][C:5]2[N:6]([N:8]=[C:9]([NH:11][C:12]3[CH:17]=[CH:16][CH:15]=[C:14]([O:18][CH3:19])[CH:13]=3)[N:10]=2)[CH:7]=1.[CH3:20]B(O)O.C(=O)([O-])[O-].[Na+].[Na+]. The catalyst is C(#N)C.O.C1(P([Pd-2](P(C2C=CC=CC=2)(C2C=CC=CC=2)C2C=CC=CC=2)(Cl)Cl)(C2C=CC=CC=2)C2C=CC=CC=2)C=CC=CC=1. The product is [CH3:19][O:18][C:14]1[CH:13]=[C:12]([NH:11][C:9]2[N:10]=[C:5]3[CH:4]=[N:3][C:2]([CH3:20])=[CH:7][N:6]3[N:8]=2)[CH:17]=[CH:16][CH:15]=1. The yield is 0.509. (6) The reactants are Cl[C:2]1[C:11]2[C:6](=[CH:7][C:8]([O:14][CH3:15])=[C:9]([O:12][CH3:13])[CH:10]=2)[N:5]=[CH:4][CH:3]=1.[Br:16][C:17]1[C:26]2[C:21](=[CH:22][C:23]([Br:27])=[CH:24][CH:25]=2)[CH:20]=[CH:19][C:18]=1[OH:28].O. The catalyst is CN(C)C1C=CN=CC=1.ClC1C=CC=CC=1Cl. The product is [Br:16][C:17]1[C:26]2[C:21](=[CH:22][C:23]([Br:27])=[CH:24][CH:25]=2)[CH:20]=[CH:19][C:18]=1[O:28][C:2]1[C:11]2[C:6](=[CH:7][C:8]([O:14][CH3:15])=[C:9]([O:12][CH3:13])[CH:10]=2)[N:5]=[CH:4][CH:3]=1. The yield is 0.670. (7) The reactants are [OH-].[K+].C(=O)(OC)[O:4][C:5]1[CH:10]=[C:9]([N+:11]([O-:13])=[O:12])[C:8]([C:14]([CH3:17])([CH3:16])[CH3:15])=[CH:7][C:6]=1[Cl:18].Cl. The catalyst is CO. The product is [C:14]([C:8]1[C:9]([N+:11]([O-:13])=[O:12])=[CH:10][C:5]([OH:4])=[C:6]([Cl:18])[CH:7]=1)([CH3:17])([CH3:15])[CH3:16]. The yield is 0.680.